The task is: Predict the reaction yield, written as a fraction of the theoretical maximum amount of product (1.0 means a 100% yield; for example, 0.34 means a 34% yield).. This data is from Reaction yield outcomes from USPTO patents with 853,638 reactions. (1) The reactants are [C:1]([CH2:4][N:5]([CH2:13][C:14]([OH:16])=O)[C:6]1[CH:11]=[CH:10][C:9]([F:12])=[CH:8][CH:7]=1)(O)=[O:2].C([N:19](CC)CC)C.FC(F)(F)C(N)=O.Cl.CN(C)CCCN=C=NCC. The catalyst is C(Cl)Cl. The product is [F:12][C:9]1[CH:10]=[CH:11][C:6]([N:5]2[CH2:4][C:1](=[O:2])[NH:19][C:14](=[O:16])[CH2:13]2)=[CH:7][CH:8]=1. The yield is 0.380. (2) The reactants are [Cl:1][C:2]1[CH:13]=[C:12]([N+:14]([O-])=O)[C:11]([N+:17]([O-])=O)=[CH:10][C:3]=1[C:4]([NH:6][CH:7]1[CH2:9][CH2:8]1)=[O:5].[Cl-].[NH4+]. The catalyst is C(O)C.O.[Fe]. The product is [NH2:14][C:12]1[C:11]([NH2:17])=[CH:10][C:3]([C:4]([NH:6][CH:7]2[CH2:9][CH2:8]2)=[O:5])=[C:2]([Cl:1])[CH:13]=1. The yield is 0.680. (3) The reactants are NC1C=CC=CC=1.Cl[C:9]1[C:14]2=[C:15]([CH:24]([CH3:26])[CH3:25])[C:16]([C:18]3[O:19][C:20]([CH3:23])=[N:21][N:22]=3)=[CH:17][N:13]2[N:12]=[CH:11][N:10]=1.[F:27][C:28]1[C:33]([NH2:34])=[CH:32][N:31]=[C:30]2[NH:35][CH:36]=[CH:37][C:29]=12. No catalyst specified. The product is [F:27][C:28]1[C:33]([NH:34][C:9]2[C:14]3=[C:15]([CH:24]([CH3:26])[CH3:25])[C:16]([C:18]4[O:19][C:20]([CH3:23])=[N:21][N:22]=4)=[CH:17][N:13]3[N:12]=[CH:11][N:10]=2)=[CH:32][N:31]=[C:30]2[NH:35][CH:36]=[CH:37][C:29]=12. The yield is 0.410. (4) The reactants are [NH2:1][C:2]1[CH:7]=[CH:6][C:5]([CH2:8][C:9]([NH:11][C:12]2[CH:17]=[CH:16][C:15]([O:18][CH3:19])=[CH:14][CH:13]=2)=[O:10])=[CH:4][CH:3]=1.S(O)(O)(=O)=O.[Cl:25][C:26]1[NH:27][CH2:28][CH2:29][N:30]=1. No catalyst specified. The product is [ClH:25].[NH:27]1[CH2:28][CH2:29][NH:30][C:26]1=[N:1][C:2]1[CH:3]=[CH:4][C:5]([CH2:8][C:9]([NH:11][C:12]2[CH:13]=[CH:14][C:15]([O:18][CH3:19])=[CH:16][CH:17]=2)=[O:10])=[CH:6][CH:7]=1. The yield is 0.100. (5) The catalyst is C(Cl)Cl. The reactants are [CH:1]1[CH:6]=[CH:5][C:4]([CH2:7][CH2:8][NH:9][CH2:10][C:11]2[CH:16]=[CH:15][CH:14]=[CH:13][CH:12]=2)=[CH:3][CH:2]=1.C([O-])(O)=O.[Na+].[C:22](Cl)(=[O:24])[CH3:23]. The yield is 1.00. The product is [CH2:10]([N:9]([CH2:8][CH2:7][C:4]1[CH:5]=[CH:6][CH:1]=[CH:2][CH:3]=1)[C:22](=[O:24])[CH3:23])[C:11]1[CH:16]=[CH:15][CH:14]=[CH:13][CH:12]=1. (6) The reactants are [H-].[Na+].[CH3:3][C:4]([CH3:17])([CH3:16])[C:5]([NH:7][C:8]1[CH:15]=[CH:14][C:11]([C:12]#[N:13])=[CH:10][CH:9]=1)=[O:6].[CH3:18]I. The catalyst is CN(C=O)C. The product is [CH3:18][N:7]([C:5](=[O:6])[C:4]([CH3:17])([CH3:16])[CH3:3])[C:8]1[CH:15]=[CH:14][C:11]([C:12]#[N:13])=[CH:10][CH:9]=1. The yield is 0.710. (7) The reactants are [Br:1][C:2]1[CH:21]=[CH:20][C:5]([NH:6][C:7]2[C:16]3[C:11](=[CH:12][C:13]([OH:19])=[C:14]([O:17][CH3:18])[CH:15]=3)[N:10]=[CH:9][N:8]=2)=[C:4]([F:22])[CH:3]=1.O[CH2:24][CH2:25][CH2:26][N:27]1[CH2:31][CH2:30][CH2:29][C:28]1=[O:32].C1(P(C2C=CC=CC=2)C2C=CC=CC=2)C=CC=CC=1.N(C(OCC)=O)=NC(OCC)=O.C(Cl)[Cl:65]. No catalyst specified. The product is [ClH:65].[Br:1][C:2]1[CH:21]=[CH:20][C:5]([NH:6][C:7]2[C:16]3[C:11](=[CH:12][C:13]([O:19][CH2:24][CH2:25][CH2:26][N:27]4[CH2:31][CH2:30][CH2:29][C:28]4=[O:32])=[C:14]([O:17][CH3:18])[CH:15]=3)[N:10]=[CH:9][N:8]=2)=[C:4]([F:22])[CH:3]=1. The yield is 0.670.